This data is from Forward reaction prediction with 1.9M reactions from USPTO patents (1976-2016). The task is: Predict the product of the given reaction. (1) Given the reactants Cl[C:2]1[C:7]([Cl:8])=[CH:6][C:5]([C:9]([F:12])([F:11])[F:10])=[CH:4][N:3]=1.[CH2:13]([NH:20][S:21]([C:24]1[CH:33]=[CH:32][C:27]([C:28]([O:30][CH3:31])=[O:29])=[C:26]([CH3:34])[CH:25]=1)(=[O:23])=[O:22])[C:14]1[CH:19]=[CH:18][CH:17]=[CH:16][CH:15]=1, predict the reaction product. The product is: [CH2:13]([N:20]([C:2]1[C:7]([Cl:8])=[CH:6][C:5]([C:9]([F:12])([F:11])[F:10])=[CH:4][N:3]=1)[S:21]([C:24]1[CH:33]=[CH:32][C:27]([C:28]([O:30][CH3:31])=[O:29])=[C:26]([CH3:34])[CH:25]=1)(=[O:23])=[O:22])[C:14]1[CH:15]=[CH:16][CH:17]=[CH:18][CH:19]=1. (2) Given the reactants Br[C:2]1[N:7]=[CH:6][C:5]([CH:8]([OH:25])[C:9]2[C:10]([CH3:24])=[N:11][N:12]([C:15]3[CH:22]=[CH:21][C:18]([C:19]#[N:20])=[C:17]([Cl:23])[CH:16]=3)[C:13]=2[CH3:14])=[CH:4][CH:3]=1.[NH:26]1[CH:30]=[CH:29][CH:28]=[N:27]1.CNCCNC.P([O-])([O-])([O-])=O.[K+].[K+].[K+].C(=O)([O-])O.[Na+], predict the reaction product. The product is: [Cl:23][C:17]1[CH:16]=[C:15]([N:12]2[C:13]([CH3:14])=[C:9]([CH:8]([OH:25])[C:5]3[CH:6]=[N:7][C:2]([N:26]4[CH:30]=[CH:29][CH:28]=[N:27]4)=[CH:3][CH:4]=3)[C:10]([CH3:24])=[N:11]2)[CH:22]=[CH:21][C:18]=1[C:19]#[N:20].